From a dataset of Catalyst prediction with 721,799 reactions and 888 catalyst types from USPTO. Predict which catalyst facilitates the given reaction. (1) Reactant: C[O:2][C:3]([C:5]1[S:6][C:7]([C:38]2[CH:43]=[CH:42][CH:41]=[CH:40][CH:39]=2)=[CH:8][C:9]=1[N:10]([C:29]([CH:31]1[CH2:36][CH2:35][CH:34]([CH3:37])[CH2:33][CH2:32]1)=[O:30])[CH:11]1[CH2:16][CH2:15][CH:14]([O:17]C(=O)C2C=CC([N+]([O-])=O)=CC=2)[CH2:13][CH2:12]1)=[O:4].O.[Li+].[OH-]. Product: [OH:17][CH:14]1[CH2:15][CH2:16][CH:11]([N:10]([C:29]([CH:31]2[CH2:32][CH2:33][CH:34]([CH3:37])[CH2:35][CH2:36]2)=[O:30])[C:9]2[CH:8]=[C:7]([C:38]3[CH:39]=[CH:40][CH:41]=[CH:42][CH:43]=3)[S:6][C:5]=2[C:3]([OH:4])=[O:2])[CH2:12][CH2:13]1. The catalyst class is: 12. (2) Reactant: O=[C:2]1[CH2:8][CH2:7][N:6]([C:9]([O:11][C:12]([CH3:15])([CH3:14])[CH3:13])=[O:10])[CH2:5][CH2:4][CH:3]1[C:16]([O:18]CC)=O.[C:21]1([CH2:27][C:28]([NH2:30])=[NH:29])[CH:26]=[CH:25][CH:24]=[CH:23][CH:22]=1.C[O-].[Na+]. Product: [CH2:27]([C:28]1[NH:30][C:16](=[O:18])[C:3]2[CH2:4][CH2:5][N:6]([C:9]([O:11][C:12]([CH3:13])([CH3:14])[CH3:15])=[O:10])[CH2:7][CH2:8][C:2]=2[N:29]=1)[C:21]1[CH:26]=[CH:25][CH:24]=[CH:23][CH:22]=1. The catalyst class is: 5. (3) Reactant: [CH2:1]([NH:3][CH2:4]/[CH:5]=[CH:6]\[C:7]1[CH:12]=[C:11]([F:13])[CH:10]=[CH:9][C:8]=1[S:14]([NH:17][C:18]1[C:27]([C:28]([O:30]C)=[O:29])=[C:26]2[C:21]([CH:22]3[CH2:32][CH:23]3[CH2:24][O:25]2)=[CH:20][CH:19]=1)(=[O:16])=[O:15])[CH3:2].O.[OH-].[Li+]. Product: [CH2:1]([NH:3][CH2:4]/[CH:5]=[CH:6]\[C:7]1[CH:12]=[C:11]([F:13])[CH:10]=[CH:9][C:8]=1[S:14]([NH:17][C:18]1[C:27]([C:28]([OH:30])=[O:29])=[C:26]2[C:21]([CH:22]3[CH2:32][CH:23]3[CH2:24][O:25]2)=[CH:20][CH:19]=1)(=[O:15])=[O:16])[CH3:2]. The catalyst class is: 38. (4) Reactant: C([C@]1(C([N:19]2[CH2:24][CH2:23][N:22]([C:25]3[N:30]=[C:29]([C:31]([F:34])([F:33])[F:32])[CH:28]=[CH:27][N:26]=3)[CH2:21][CH2:20]2)=O)CC[C@@H](NC(=O)OC(C)(C)C)C1)(C)C. Product: [N:22]1([C:25]2[N:30]=[C:29]([C:31]([F:33])([F:32])[F:34])[CH:28]=[CH:27][N:26]=2)[CH2:23][CH2:24][NH:19][CH2:20][CH2:21]1. The catalyst class is: 89.